This data is from Reaction yield outcomes from USPTO patents with 853,638 reactions. The task is: Predict the reaction yield, written as a fraction of the theoretical maximum amount of product (1.0 means a 100% yield; for example, 0.34 means a 34% yield). (1) The reactants are [CH2:1]1[C:3]2([CH2:7][CH:6]([N:8]([CH2:16][CH2:17][CH2:18][O:19][C:20]3[CH:29]=[C:28]4[C:23]([C:24]([O:30][C:31]5[CH:32]=[CH:33][C:34]([NH:37][C:38]([C:40]6[C:41](=[O:53])[N:42]([C:47]7[CH:52]=[CH:51][CH:50]=[CH:49][CH:48]=7)[N:43]([CH3:46])[C:44]=6[CH3:45])=[O:39])=[N:35][CH:36]=5)=[CH:25][CH:26]=[N:27]4)=[CH:22][CH:21]=3)C(OC(C)(C)C)=O)[CH2:5][O:4]2)[CH2:2]1.Cl.C1COCC1.C([O-])(O)=O.[Na+]. The catalyst is C1COCC1. The product is [CH2:2]1[C:3]2([CH2:7][CH:6]([NH:8][CH2:16][CH2:17][CH2:18][O:19][C:20]3[CH:29]=[C:28]4[C:23]([C:24]([O:30][C:31]5[CH:32]=[CH:33][C:34]([NH:37][C:38]([C:40]6[C:41](=[O:53])[N:42]([C:47]7[CH:52]=[CH:51][CH:50]=[CH:49][CH:48]=7)[N:43]([CH3:46])[C:44]=6[CH3:45])=[O:39])=[N:35][CH:36]=5)=[CH:25][CH:26]=[N:27]4)=[CH:22][CH:21]=3)[CH2:5][O:4]2)[CH2:1]1. The yield is 0.690. (2) The reactants are C([N:8]1[CH2:21][CH2:20][C:19]2[C:18]3[CH:17]=[CH:16][C:15]([C:22]4[CH:27]=[CH:26][CH:25]=[CH:24][CH:23]=4)=[CH:14][C:13]=3[NH:12][C:11]=2[CH2:10][CH2:9]1)C1C=CC=CC=1. The catalyst is C(O)(=O)C.C(O)C.[Pd]. The product is [C:22]1([C:15]2[CH:16]=[CH:17][C:18]3[C:19]4[CH2:20][CH2:21][NH:8][CH2:9][CH2:10][C:11]=4[NH:12][C:13]=3[CH:14]=2)[CH:23]=[CH:24][CH:25]=[CH:26][CH:27]=1. The yield is 0.510. (3) The yield is 0.870. The product is [Br:1][C:2]1[CH:3]=[C:4]([C:8]2[C:17]3[C:12](=[CH:13][C:14]([OH:23])=[C:15]4[O:20][C:19]([CH3:21])([CH3:22])[CH2:18][C:16]4=3)[C:11]([CH3:26])([CH3:25])[CH2:10][N:9]=2)[CH:5]=[CH:6][CH:7]=1. The catalyst is Br. The reactants are [Br:1][C:2]1[CH:3]=[C:4]([C:8]2[C:17]3[C:12](=[CH:13][C:14]([O:23]C)=[C:15]4[O:20][C:19]([CH3:22])([CH3:21])[CH2:18][C:16]4=3)[C:11]([CH3:26])([CH3:25])[CH2:10][N:9]=2)[CH:5]=[CH:6][CH:7]=1.N. (4) The reactants are [OH:1][C:2]1[C:11]2[C:6](=[CH:7][CH:8]=[CH:9][CH:10]=2)[N:5]=[CH:4][CH:3]=1.[N+:12]([O-])([OH:14])=[O:13]. The catalyst is C(O)(=O)CC. The product is [N+:12]([C:3]1[CH:4]=[N:5][C:6]2[C:11]([C:2]=1[OH:1])=[CH:10][CH:9]=[CH:8][CH:7]=2)([O-:14])=[O:13]. The yield is 0.710. (5) The yield is 0.750. The product is [S:4]1[CH:5]=[CH:6][C:2]([C:25]([OH:34])([CH2:26][CH2:27][CH2:28][CH2:29][CH2:30][CH2:31][CH2:32][CH3:33])[CH2:24][CH2:23][CH2:22][CH2:21][CH2:20][CH2:19][CH2:18][CH3:17])=[C:3]1[C:7]1[S:8][CH:9]=[CH:10][CH:11]=1. The catalyst is C(OCC)C. The reactants are Br[C:2]1[CH:6]=[CH:5][S:4][C:3]=1[C:7]1[S:8][CH:9]=[CH:10][CH:11]=1.C([Li])CCC.[CH3:17][CH2:18][CH2:19][CH2:20][CH2:21][CH2:22][CH2:23][CH2:24][C:25](=[O:34])[CH2:26][CH2:27][CH2:28][CH2:29][CH2:30][CH2:31][CH2:32][CH3:33].